This data is from Catalyst prediction with 721,799 reactions and 888 catalyst types from USPTO. The task is: Predict which catalyst facilitates the given reaction. (1) Reactant: [CH3:1][CH2:2][O:3][CH2:4][CH3:5].[Br:6][C:7]1[CH:8]=[CH:9]C(O)=C([CH:14]=1)C=O.[N+](=C[C:19]([O:21][CH2:22][CH3:23])=[O:20])=[N-].N#N.OS(O)(=O)=O.C([O-])([O-])=O.[Na+].[Na+]. Product: [Br:6][C:7]1[CH:14]=[CH:5][C:4]2[O:3][CH:2]=[C:1]([C:19]([O:21][CH2:22][CH3:23])=[O:20])[C:9]=2[CH:8]=1. The catalyst class is: 2. (2) Reactant: [Cl:1][C:2]1[CH:7]=[CH:6][C:5]([N+:8]([O-])=[O:9])=[CH:4][CH:3]=1.[Bi](Cl)(Cl)Cl.[BH4-].[K+].Cl. Product: [Cl:1][C:2]1[CH:7]=[CH:6][C:5]([NH:8][OH:9])=[CH:4][CH:3]=1. The catalyst class is: 40. (3) Reactant: Cl.Cl.C(O[C:6]([C:8]1[CH:9]=[C:10]2[C:14](=[CH:15][CH:16]=1)[NH:13][N:12]=[C:11]2[C:17]1[CH:26]=[CH:25][C:24]2[C:19](=[CH:20][CH:21]=[C:22]([O:27][CH2:28][CH2:29][N:30]3[CH2:36][CH2:35][CH2:34][CH2:33][CH2:32][CH2:31]3)[CH:23]=2)[CH:18]=1)=[NH:7])C.[CH3:37][C:38]([CH3:44])([CH3:43])[C:39]([NH:41][NH2:42])=O.C(N(CC)CC)C. Product: [N:30]1([CH2:29][CH2:28][O:27][C:22]2[CH:23]=[C:24]3[C:19](=[CH:20][CH:21]=2)[CH:18]=[C:17]([C:11]2[C:10]4[C:14](=[CH:15][CH:16]=[C:8]([C:6]5[NH:42][N:41]=[C:39]([C:38]([CH3:44])([CH3:43])[CH3:37])[N:7]=5)[CH:9]=4)[NH:13][N:12]=2)[CH:26]=[CH:25]3)[CH2:36][CH2:35][CH2:34][CH2:33][CH2:32][CH2:31]1. The catalyst class is: 5. (4) Reactant: [NH2:1][C:2]1[S:3][C:4]2[C:9]([N:10]=1)=[CH:8][CH:7]=[C:6]([O:11][C:12]1[CH:13]=[C:14]([NH:19][C:20](=[O:32])[C:21]3[CH:26]=[CH:25][CH:24]=[C:23]([C:27]([C:30]#[N:31])([CH3:29])[CH3:28])[CH:22]=3)[CH:15]=[CH:16][C:17]=1[Cl:18])[N:5]=2.[Cl:33][CH2:34][C:35](Cl)=[O:36]. Product: [Cl:18][C:17]1[CH:16]=[CH:15][C:14]([NH:19][C:20](=[O:32])[C:21]2[CH:26]=[CH:25][CH:24]=[C:23]([C:27]([C:30]#[N:31])([CH3:28])[CH3:29])[CH:22]=2)=[CH:13][C:12]=1[O:11][C:6]1[N:5]=[C:4]2[S:3][C:2]([NH:1][C:35](=[O:36])[CH2:34][Cl:33])=[N:10][C:9]2=[CH:8][CH:7]=1. The catalyst class is: 675. (5) Product: [CH2:1]([C@@H:3]1[CH2:7][O:6][C:5]([C:8]2[NH:12][C:11]([C:13]3[CH:14]=[C:15]([CH:16]=[C:17]([O:19][C@@H:20]([CH3:24])[CH2:21][O:22][CH3:23])[CH:18]=3)[O:25][C:27]3[CH:32]=[N:31][C:30]([S:33]([CH3:36])(=[O:35])=[O:34])=[CH:29][N:28]=3)=[CH:10][CH:9]=2)=[N:4]1)[CH3:2]. The catalyst class is: 10. Reactant: [CH2:1]([C@@H:3]1[CH2:7][O:6][C:5]([C:8]2[NH:12][C:11]([C:13]3[CH:14]=[C:15]([OH:25])[CH:16]=[C:17]([O:19][C@@H:20]([CH3:24])[CH2:21][O:22][CH3:23])[CH:18]=3)=[CH:10][CH:9]=2)=[N:4]1)[CH3:2].Cl[C:27]1[CH:32]=[N:31][C:30]([S:33]([CH3:36])(=[O:35])=[O:34])=[CH:29][N:28]=1.C(=O)([O-])[O-].[Cs+].[Cs+].O. (6) The catalyst class is: 6. Reactant: C1(P(C2C=CC=CC=2)C2C=CC=CC=2)C=CC=CC=1.[C:20]([O:24][C:25]([N:27]1[CH2:32][CH2:31][N:30]([CH2:33][CH2:34][CH2:35][N:36]=[N+]=[N-])[CH2:29][CH2:28]1)=[O:26])([CH3:23])([CH3:22])[CH3:21].C1COCC1.C(#N)C. Product: [C:20]([O:24][C:25]([N:27]1[CH2:28][CH2:29][N:30]([CH2:33][CH2:34][CH2:35][NH2:36])[CH2:31][CH2:32]1)=[O:26])([CH3:23])([CH3:22])[CH3:21]. (7) Reactant: [CH3:1][O:2][C:3]1[CH:8]=[C:7]([N+:9]([O-])=O)[CH:6]=[CH:5][C:4]=1[C:12]1[N:16](C(C2C=CC=CC=2)(C2C=CC=CC=2)C2C=CC=CC=2)[CH:15]=[N:14][CH:13]=1. Product: [NH:16]1[C:12]([C:4]2[CH:5]=[CH:6][C:7]([NH2:9])=[CH:8][C:3]=2[O:2][CH3:1])=[CH:13][N:14]=[CH:15]1. The catalyst class is: 19. (8) Reactant: [C:1]([O:5][C:6]([N:8]1[CH2:13][CH2:12][C:11]2[N:14]([CH3:18])[C:15](Br)=[CH:16][C:10]=2[C:9]1=[O:19])=[O:7])([CH3:4])([CH3:3])[CH3:2].[Cl:20][C:21]1[CH:26]=[C:25](B(O)O)[CH:24]=[CH:23][N:22]=1.C([O-])([O-])=O.[Na+].[Na+]. Product: [C:1]([O:5][C:6]([N:8]1[CH2:13][CH2:12][C:11]2[N:14]([CH3:18])[C:15]([C:25]3[CH:24]=[CH:23][N:22]=[C:21]([Cl:20])[CH:26]=3)=[CH:16][C:10]=2[C:9]1=[O:19])=[O:7])([CH3:4])([CH3:3])[CH3:2]. The catalyst class is: 294. (9) Reactant: [CH3:1][C:2]1[C:6]([C:7]([O:9]CC)=[O:8])=[CH:5][N:4]([C:12]2[CH:17]=[CH:16][CH:15]=[CH:14][CH:13]=2)[N:3]=1.[Li+].[OH-]. Product: [CH3:1][C:2]1[C:6]([C:7]([OH:9])=[O:8])=[CH:5][N:4]([C:12]2[CH:17]=[CH:16][CH:15]=[CH:14][CH:13]=2)[N:3]=1. The catalyst class is: 92.